Dataset: Full USPTO retrosynthesis dataset with 1.9M reactions from patents (1976-2016). Task: Predict the reactants needed to synthesize the given product. (1) Given the product [NH2:25][C:22]1[C:21]([C:26]([NH:28][CH3:29])=[O:27])=[N:20][C:19]([C:15]2[CH:16]=[CH:17][CH:18]=[C:13]([C:11]([NH:10][C@@H:9]3[CH2:8][CH2:7][NH:6][CH2:5]3)=[O:12])[CH:14]=2)=[CH:24][N:23]=1, predict the reactants needed to synthesize it. The reactants are: CC([CH:5]1[CH:9]([NH:10][C:11]([C:13]2[CH:18]=[CH:17][CH:16]=[C:15]([C:19]3[CH:24]=[N:23][C:22]([NH2:25])=[C:21]([C:26]([NH:28][CH3:29])=[O:27])[N:20]=3)[CH:14]=2)=[O:12])[CH2:8][CH2:7][N:6]1C([O-])=O)(C)C.C(O)(C(F)(F)F)=O. (2) Given the product [O:1]1[CH2:6][CH2:5][CH:4]([NH:7][C:8]([C:10]2[C:11]([C:23]3[S:24][C:25]4[CH2:31][CH2:30][CH2:29][CH2:28][C:26]=4[N:27]=3)=[N:12][NH:13][CH:14]=2)=[O:9])[CH2:3][CH2:2]1, predict the reactants needed to synthesize it. The reactants are: [O:1]1[CH2:6][CH2:5][CH:4]([NH:7][C:8]([C:10]2[C:11]([C:23]3[S:24][C:25]4[CH2:31][CH2:30][CH2:29][CH2:28][C:26]=4[N:27]=3)=[N:12][N:13](COCC[Si](C)(C)C)[CH:14]=2)=[O:9])[CH2:3][CH2:2]1.FC(F)(F)C(O)=O. (3) Given the product [CH3:1][C:2]1([C:17]([NH2:22])=[O:19])[CH2:7][CH2:6][CH2:5][N:4]([C:8]2[CH:13]=[CH:12][C:11]([N+:14]([O-:16])=[O:15])=[CH:10][CH:9]=2)[CH2:3]1, predict the reactants needed to synthesize it. The reactants are: [CH3:1][C:2]1([C:17]([OH:19])=O)[CH2:7][CH2:6][CH2:5][N:4]([C:8]2[CH:13]=[CH:12][C:11]([N+:14]([O-:16])=[O:15])=[CH:10][CH:9]=2)[CH2:3]1.CC[N:22](CC)CC.C(Cl)(=O)OCC(C)C.[OH-].[NH4+].